Task: Predict the reaction yield, written as a fraction of the theoretical maximum amount of product (1.0 means a 100% yield; for example, 0.34 means a 34% yield).. Dataset: Reaction yield outcomes from USPTO patents with 853,638 reactions (1) The yield is 0.740. The product is [F:1][C:2]1[CH:3]=[C:4]([C:8]([C:10]2[CH:11]=[CH:12][C:13]([OH:16])=[CH:14][CH:15]=2)=[O:9])[CH:5]=[CH:6][CH:7]=1. The catalyst is C(Cl)Cl. The reactants are [F:1][C:2]1[CH:3]=[C:4]([C:8]([C:10]2[CH:15]=[CH:14][C:13]([O:16]C)=[CH:12][CH:11]=2)=[O:9])[CH:5]=[CH:6][CH:7]=1.B(Br)(Br)Br.O. (2) The reactants are [N:1]1([C:7]2[CH:8]=[C:9]([OH:13])[CH:10]=[CH:11][CH:12]=2)[CH2:6][CH2:5][NH:4][CH2:3][CH2:2]1.C([O-])([O-])=O.[K+].[K+].Br[CH2:21][CH2:22][CH2:23][O:24][CH:25]1[CH2:30][CH2:29][CH2:28][CH2:27][O:26]1. The catalyst is CN(C=O)C. The product is [O:26]1[CH2:27][CH2:28][CH2:29][CH2:30][CH:25]1[O:24][CH2:23][CH2:22][CH2:21][N:4]1[CH2:3][CH2:2][N:1]([C:7]2[CH:8]=[C:9]([OH:13])[CH:10]=[CH:11][CH:12]=2)[CH2:6][CH2:5]1. The yield is 0.480. (3) The reactants are [N:1]12[CH2:8][CH2:7][C:4]([C:9]([C:18]3[CH:23]=[CH:22][C:21]([CH3:24])=[CH:20][CH:19]=3)([C:11]3[CH:16]=[CH:15][C:14]([CH3:17])=[CH:13][CH:12]=3)[OH:10])([CH2:5][CH2:6]1)[CH2:3][CH2:2]2.[C:25]1([CH2:31][O:32][CH2:33][CH2:34][Br:35])[CH:30]=[CH:29][CH:28]=[CH:27][CH:26]=1. The catalyst is CC#N. The product is [Br-:35].[OH:10][C:9]([C:11]1[CH:16]=[CH:15][C:14]([CH3:17])=[CH:13][CH:12]=1)([C:18]1[CH:23]=[CH:22][C:21]([CH3:24])=[CH:20][CH:19]=1)[C:4]12[CH2:5][CH2:6][N+:1]([CH2:34][CH2:33][O:32][CH2:31][C:25]3[CH:30]=[CH:29][CH:28]=[CH:27][CH:26]=3)([CH2:8][CH2:7]1)[CH2:2][CH2:3]2. The yield is 0.531. (4) The reactants are [H-].[Na+].[NH:3]1[CH:7]=[CH:6][N:5]=[N:4]1.[CH3:8][Si:9]([CH3:16])([CH3:15])[CH2:10][CH2:11][O:12][CH2:13]Cl. The catalyst is C1COCC1. The product is [CH3:8][Si:9]([CH3:16])([CH3:15])[CH2:10][CH2:11][O:12][CH2:13][N:3]1[CH:7]=[CH:6][N:5]=[N:4]1. The yield is 0.280. (5) The reactants are Cl[C:2]1[N:11]=[CH:10][C:9]2[C:4](=[CH:5][C:6]([O:14][CH3:15])=[C:7]([O:12][CH3:13])[CH:8]=2)[N:3]=1.[NH2:16][C:17]1[CH:22]=[CH:21][C:20]([S:23]([NH2:26])(=[O:25])=[O:24])=[CH:19][CH:18]=1. The catalyst is C(O)(C)C. The product is [CH3:13][O:12][C:7]1[CH:8]=[C:9]2[C:4](=[CH:5][C:6]=1[O:14][CH3:15])[N:3]=[C:2]([NH:16][C:17]1[CH:22]=[CH:21][C:20]([S:23]([NH2:26])(=[O:24])=[O:25])=[CH:19][CH:18]=1)[N:11]=[CH:10]2. The yield is 0.870. (6) The reactants are [CH3:1][O:2][C:3]1[CH:12]=[C:11]2[C:6]([C:7](=O)[NH:8][CH:9]=[N:10]2)=[CH:5][C:4]=1[O:14][CH2:15][CH2:16][O:17][CH3:18].O=P(Cl)(Cl)[Cl:21]. The catalyst is C1(C)C=CC=CC=1. The product is [Cl:21][C:7]1[C:6]2[C:11](=[CH:12][C:3]([O:2][CH3:1])=[C:4]([O:14][CH2:15][CH2:16][O:17][CH3:18])[CH:5]=2)[N:10]=[CH:9][N:8]=1. The yield is 0.690. (7) The reactants are [N+:1]([C:4]1[CH:5]=[CH:6][C:7]([O:12][CH2:13][CH2:14][CH3:15])=[C:8]([CH:11]=1)[CH2:9][OH:10])([O-])=O.OCC1C=C(C=CC=1OC)N. No catalyst specified. The product is [OH:10][CH2:9][C:8]1[CH:11]=[C:4]([CH:5]=[CH:6][C:7]=1[O:12][CH2:13][CH2:14][CH3:15])[NH2:1]. The yield is 0.370. (8) The reactants are Cl.[Cl:2][C:3]1[CH:8]=[CH:7][C:6]([C:9]2([CH:13]3[C:22]4[C:17](=[CH:18][CH:19]=[C:20]([O:23][CH2:24][CH2:25][NH:26][S:27]([CH2:30][CH2:31][CH2:32][CH3:33])(=[O:29])=[O:28])[CH:21]=4)[CH2:16][CH2:15][NH:14]3)[CH2:12][CH2:11][CH2:10]2)=[CH:5][CH:4]=1.[CH2:34]([N:36]=[C:37]=[O:38])[CH3:35]. No catalyst specified. The product is [ClH:2].[CH2:34]([NH:36][C:37]([N:14]1[CH2:15][CH2:16][C:17]2[C:22](=[CH:21][C:20]([O:23][CH2:24][CH2:25][NH:26][S:27]([CH2:30][CH2:31][CH2:32][CH3:33])(=[O:28])=[O:29])=[CH:19][CH:18]=2)[CH:13]1[C:9]1([C:6]2[CH:7]=[CH:8][C:3]([Cl:2])=[CH:4][CH:5]=2)[CH2:10][CH2:11][CH2:12]1)=[O:38])[CH3:35]. The yield is 0.230.